From a dataset of Reaction yield outcomes from USPTO patents with 853,638 reactions. Predict the reaction yield, written as a fraction of the theoretical maximum amount of product (1.0 means a 100% yield; for example, 0.34 means a 34% yield). (1) The reactants are [CH:1]1([CH2:6][CH:7]([C:11]2[CH:16]=[CH:15][C:14]([Cl:17])=[C:13]([Cl:18])[CH:12]=2)[C:8]([OH:10])=O)[CH2:5][CH2:4][CH2:3][CH2:2]1.C(Cl)(=O)C(Cl)=O.[NH2:25][C:26]1[CH:30]=[C:29]([CH3:31])[O:28][N:27]=1.C(N(CC)CC)C. The catalyst is CN(C)C=O.C(Cl)Cl. The product is [CH:1]1([CH2:6][CH:7]([C:11]2[CH:16]=[CH:15][C:14]([Cl:17])=[C:13]([Cl:18])[CH:12]=2)[C:8]([NH:25][C:26]2[CH:30]=[C:29]([CH3:31])[O:28][N:27]=2)=[O:10])[CH2:2][CH2:3][CH2:4][CH2:5]1. The yield is 0.870. (2) The reactants are Cl.[CH3:2][N:3]1[CH2:12][CH2:11][C:10]2[C:5](=[C:6]([N+:13]([O-])=O)[CH:7]=[CH:8][CH:9]=2)[C:4]1=[O:16]. The catalyst is CCOC(C)=O.CCO.[Pd]. The product is [NH2:13][C:6]1[CH:7]=[CH:8][CH:9]=[C:10]2[C:5]=1[C:4](=[O:16])[N:3]([CH3:2])[CH2:12][CH2:11]2. The yield is 1.00. (3) The yield is 0.920. The reactants are [Ca+2].[CH2:2]([O:9][C:10]([N:12]1[CH2:17][CH2:16][CH:15]([CH2:18][CH2:19][C:20]([O-:22])=O)[CH2:14][CH2:13]1)=[O:11])[C:3]1[CH:8]=[CH:7][CH:6]=[CH:5][CH:4]=1.[CH2:2]([O:9][C:10]([N:12]1[CH2:17][CH2:16][CH:15]([CH2:18][CH2:19][C:20]([O-:22])=O)[CH2:14][CH2:13]1)=[O:11])[C:3]1[CH:8]=[CH:7][CH:6]=[CH:5][CH:4]=1.[NH:44]1[CH2:54][CH2:53][CH2:52][C@@H:46]([C:47]([O:49]CC)=[O:48])[CH2:45]1.OC1NN=NC=1CC1C=CC=CC=1.C1CCC(N=C=NC2CCCCC2)CC1.[OH-].[Li+]. The catalyst is O.C1COCC1. The product is [CH2:2]([O:9][C:10]([N:12]1[CH2:13][CH2:14][CH:15]([CH2:18][CH2:19][C:20]([N:44]2[CH2:54][CH2:53][CH2:52][C@@H:46]([C:47]([OH:49])=[O:48])[CH2:45]2)=[O:22])[CH2:16][CH2:17]1)=[O:11])[C:3]1[CH:4]=[CH:5][CH:6]=[CH:7][CH:8]=1. (4) The reactants are [CH:1](/[Mg]Br)=[CH:2]\[CH3:3].[C:6]([C:14]1[CH:19]=[CH:18][CH:17]=[CH:16][CH:15]=1)(=[O:13])[C:7]1[CH:12]=[CH:11]C=CC=1.C(O)(=[O:22])C.[Cl-].[Na+].[Cl-].[NH4+].[C:28]1(C)C=C[CH:31]=[CH:30][CH:29]=1. The catalyst is O1CCCC1. The product is [CH2:2]([CH:3]1[CH:15]=[C:14]2[C:6](=[O:13])[CH:7]([C:16](=[O:22])[CH2:17][CH2:18][CH2:19]2)[CH:12]1[CH3:11])[CH2:1][CH2:28][CH2:29][CH2:30][CH3:31]. The yield is 0.300. (5) The reactants are [CH:1]1([N:6]2[C:14]3[CH:13]=[C:12]([C:15]([CH3:17])=[CH2:16])[CH:11]=[C:10]([C:18]([NH:20][CH2:21][C:22]4[C:23](=[O:30])[NH:24][C:25]([CH3:29])=[CH:26][C:27]=4[CH3:28])=[O:19])[C:9]=3[CH:8]=[N:7]2)[CH2:5][CH2:4][CH2:3][CH2:2]1. The catalyst is [Pd]. The product is [CH:1]1([N:6]2[C:14]3[CH:13]=[C:12]([CH:15]([CH3:16])[CH3:17])[CH:11]=[C:10]([C:18]([NH:20][CH2:21][C:22]4[C:23](=[O:30])[NH:24][C:25]([CH3:29])=[CH:26][C:27]=4[CH3:28])=[O:19])[C:9]=3[CH:8]=[N:7]2)[CH2:2][CH2:3][CH2:4][CH2:5]1. The yield is 0.350. (6) The reactants are I[C:2]1[CH:3]=[CH:4][C:5]2[N:6]([CH:8]=[C:9]([NH:11][C:12](=[O:16])[CH:13]([CH3:15])[CH3:14])[N:10]=2)[N:7]=1.C(=O)([O-])[O-].[K+].[K+].[NH2:23][C:24]1[CH:25]=[C:26]([OH:30])[CH:27]=[CH:28][CH:29]=1. The catalyst is CN(C)C=O. The product is [NH2:23][C:24]1[CH:25]=[C:26]([CH:27]=[CH:28][CH:29]=1)[O:30][C:2]1[CH:3]=[CH:4][C:5]2[N:6]([CH:8]=[C:9]([NH:11][C:12](=[O:16])[CH:13]([CH3:15])[CH3:14])[N:10]=2)[N:7]=1. The yield is 0.470. (7) The reactants are [CH3:1][NH:2][CH2:3][C:4]1[N:5]([CH3:13])[C:6]2[C:11]([CH:12]=1)=[CH:10][CH:9]=[CH:8][CH:7]=2.CNCC1C=CC2C(=CC=CC=2)C=1CCC.Cl.[O:31]=[C:32]1[NH:45][C:35]2=[N:36][CH:37]=[C:38](/[CH:40]=[CH:41]/[C:42](O)=[O:43])[CH:39]=[C:34]2[O:33]1.Cl.CN1CC2C=C(/C=C/C(O)=O)C=NC=2NC(=O)C1. No catalyst specified. The product is [CH3:1][N:2]([CH2:3][C:4]1[N:5]([CH3:13])[C:6]2[C:11]([CH:12]=1)=[CH:10][CH:9]=[CH:8][CH:7]=2)[C:42](=[O:43])/[CH:41]=[CH:40]/[C:38]1[CH:39]=[C:34]2[O:33][C:32](=[O:31])[NH:45][C:35]2=[N:36][CH:37]=1. The yield is 0.340.